This data is from Catalyst prediction with 721,799 reactions and 888 catalyst types from USPTO. The task is: Predict which catalyst facilitates the given reaction. (1) Reactant: [N:1]1[CH:6]=[CH:5][CH:4]=[C:3](B(O)O)[CH:2]=1.[CH2:10]([N:17]1[CH:21]=[CH:20][N:19]=[C:18]1[C:22]1[CH:23]=[N:24][CH:25]=[CH:26][CH:27]=1)[C:11]1[CH:16]=[CH:15][CH:14]=[CH:13][CH:12]=1.[C:28]([C:30]1[CH:31]=[N:32][CH:33]=CC=1)#[N:29].B(O)(O)C1C=CC=C(F)C=1. Product: [N:1]1[CH:6]=[CH:5][CH:4]=[C:3]([C:33]2[N:29]=[CH:28][C:30]([C:21]3[NH:17][C:18]([C:22]4[CH:23]=[N:24][CH:25]=[CH:26][CH:27]=4)=[N:19][CH:20]=3)=[CH:31][N:32]=2)[CH:2]=1.[CH2:10]([N:17]1[CH:21]=[CH:20][N:19]=[C:18]1[C:22]1[CH:23]=[N:24][CH:25]=[CH:26][CH:27]=1)[C:11]1[CH:12]=[CH:13][CH:14]=[CH:15][CH:16]=1. The catalyst class is: 98. (2) Reactant: [OH:1][C@@H:2]1[CH2:6][C@H:5]([OH:7])[C@H:4]([CH2:8]/[CH:9]=[CH:10]\[CH2:11][CH2:12][CH2:13][C:14]([OH:16])=[O:15])[C@H:3]1/[CH:17]=[CH:18]/[C@@H:19]([OH:32])[CH2:20][O:21][C:22]1[CH:27]=[CH:26][CH:25]=[C:24]([C:28]([F:31])([F:30])[F:29])[CH:23]=1.C([O-])([O-])=O.[K+].[K+].I[CH:40]([CH3:42])[CH3:41].O. Product: [OH:1][C@@H:2]1[CH2:6][C@H:5]([OH:7])[C@H:4]([CH2:8]/[CH:9]=[CH:10]\[CH2:11][CH2:12][CH2:13][C:14]([O:16][CH:40]([CH3:42])[CH3:41])=[O:15])[C@H:3]1/[CH:17]=[CH:18]/[C@@H:19]([OH:32])[CH2:20][O:21][C:22]1[CH:27]=[CH:26][CH:25]=[C:24]([C:28]([F:29])([F:30])[F:31])[CH:23]=1. The catalyst class is: 39. (3) Reactant: [F:1][C:2]1[CH:7]=[C:6]([N+:8]([O-])=O)[CH:5]=[CH:4][C:3]=1[CH2:11][N:12]1[CH2:17][CH2:16][N:15]([C:18]([O:20][C:21]([CH3:24])([CH3:23])[CH3:22])=[O:19])[C@@H:14]([CH3:25])[CH2:13]1.C(N(CC)CC)C. Product: [NH2:8][C:6]1[CH:5]=[CH:4][C:3]([CH2:11][N:12]2[CH2:17][CH2:16][N:15]([C:18]([O:20][C:21]([CH3:23])([CH3:22])[CH3:24])=[O:19])[C@@H:14]([CH3:25])[CH2:13]2)=[C:2]([F:1])[CH:7]=1. The catalyst class is: 465.